Task: Regression. Given a peptide amino acid sequence and an MHC pseudo amino acid sequence, predict their binding affinity value. This is MHC class II binding data.. Dataset: Peptide-MHC class II binding affinity with 134,281 pairs from IEDB (1) The peptide sequence is KTVSEGAVDIINKWQ. The MHC is DRB1_0701 with pseudo-sequence DRB1_0701. The binding affinity (normalized) is 0.203. (2) The peptide sequence is RQHGSEEWEPLTKKG. The MHC is HLA-DPA10201-DPB10501 with pseudo-sequence HLA-DPA10201-DPB10501. The binding affinity (normalized) is 0.0948.